Task: Predict the reactants needed to synthesize the given product.. Dataset: Retrosynthesis with 50K atom-mapped reactions and 10 reaction types from USPTO Given the product COc1cc[nH]c1/C=C1\C(=O)Nc2ccc(NC(=O)Cc3cccs3)c(-c3ccc(C(=O)O)cc3)c21, predict the reactants needed to synthesize it. The reactants are: COC(=O)c1ccc(-c2c(NC(=O)Cc3cccs3)ccc3c2/C(=C/c2[nH]ccc2OC)C(=O)N3)cc1.